Dataset: Catalyst prediction with 721,799 reactions and 888 catalyst types from USPTO. Task: Predict which catalyst facilitates the given reaction. (1) Reactant: Br[C:2]1[CH:17]=[CH:16][C:5]2[N:6]([CH3:15])[C:7]([C:9]3[CH:14]=[CH:13][CH:12]=[CH:11][CH:10]=3)=[N:8][C:4]=2[CH:3]=1.[Cl:18][C:19]1[CH:24]=[CH:23][C:22](B(O)O)=[CH:21][CH:20]=1.C(=O)([O-])[O-].[Na+].[Na+]. Product: [Cl:18][C:19]1[CH:24]=[CH:23][C:22]([C:2]2[CH:17]=[CH:16][C:5]3[N:6]([C:15]4[CH:16]=[CH:17][CH:2]=[CH:3][CH:4]=4)[C:7]([C:9]4[CH:14]=[CH:13][CH:12]=[CH:11][CH:10]=4)=[N:8][C:4]=3[CH:3]=2)=[CH:21][CH:20]=1. The catalyst class is: 276. (2) Reactant: [NH2:1][C:2]1[CH:3]=[C:4]([CH:21]=[CH:22][C:23]=1[Br:24])[O:5][C:6]1[CH:7]=[CH:8][C:9]2[N:10]([CH:12]=[C:13]([NH:15][C:16]([CH:18]3[CH2:20][CH2:19]3)=[O:17])[N:14]=2)[N:11]=1.[CH3:25][N:26]1[C:30]([C:31](Cl)=[O:32])=[CH:29][C:28]([CH3:34])=[N:27]1.C(=O)([O-])O.[Na+]. Product: [Br:24][C:23]1[CH:22]=[CH:21][C:4]([O:5][C:6]2[CH:7]=[CH:8][C:9]3[N:10]([CH:12]=[C:13]([NH:15][C:16]([CH:18]4[CH2:20][CH2:19]4)=[O:17])[N:14]=3)[N:11]=2)=[CH:3][C:2]=1[NH:1][C:31]([C:30]1[N:26]([CH3:25])[N:27]=[C:28]([CH3:34])[CH:29]=1)=[O:32]. The catalyst class is: 60. (3) Reactant: C(OC([N:11]1[CH2:15][C@H:14]([OH:16])[CH2:13][C@H:12]1[C:17]([N:19]1[CH2:24][CH2:23][CH:22]([CH2:25][C:26]2[CH:31]=[CH:30][CH:29]=[CH:28][CH:27]=2)[CH2:21][CH2:20]1)=[O:18])=O)C1C=CC=CC=1. Product: [CH2:25]([CH:22]1[CH2:21][CH2:20][N:19]([C:17]([C@@H:12]2[CH2:13][C@@H:14]([OH:16])[CH2:15][NH:11]2)=[O:18])[CH2:24][CH2:23]1)[C:26]1[CH:31]=[CH:30][CH:29]=[CH:28][CH:27]=1. The catalyst class is: 14. (4) Reactant: Cl.[N:2]1([C:8]2[NH:9][C:10]([C:15]3[CH:20]=[CH:19][N:18]=[C:17](/[CH:21]=[CH:22]/[C:23]4[CH:28]=[CH:27][CH:26]=[CH:25][CH:24]=4)[CH:16]=3)=[CH:11][C:12]=2[C:13]#[N:14])[CH2:7][CH2:6][NH:5][CH2:4][CH2:3]1.C(N(C(C)C)CC)(C)C.[CH2:38]([N:45]=[C:46]=[O:47])[C:39]1[CH:44]=[CH:43][CH:42]=[CH:41][CH:40]=1. Product: [CH2:38]([NH:45][C:46]([N:5]1[CH2:4][CH2:3][N:2]([C:8]2[NH:9][C:10]([C:15]3[CH:20]=[CH:19][N:18]=[C:17](/[CH:21]=[CH:22]/[C:23]4[CH:28]=[CH:27][CH:26]=[CH:25][CH:24]=4)[CH:16]=3)=[CH:11][C:12]=2[C:13]#[N:14])[CH2:7][CH2:6]1)=[O:47])[C:39]1[CH:44]=[CH:43][CH:42]=[CH:41][CH:40]=1. The catalyst class is: 56. (5) Reactant: [Cl:1][C:2]1[CH:3]=[C:4]([NH:19][C:20]2[C:30]3[CH:29]=[C:28]([C:31](O)=[O:32])[CH2:27][CH2:26][NH:25][C:24]=3[N:23]=[CH:22][N:21]=2)[CH:5]=[CH:6][C:7]=1[O:8][C:9]1[CH:14]=[CH:13][CH:12]=[C:11]([C:15]([F:18])([F:17])[F:16])[CH:10]=1.[OH:34]N1C2C=CC=CC=2N=N1.[CH2:44]([N:46](CC)CC)[CH3:45].Cl.C(N=C=N[CH2:57][CH2:58][CH2:59][N:60](C)C)C. Product: [Cl:1][C:2]1[CH:3]=[C:4]([NH:19][C:20]2[C:30]3[CH:29]=[C:28]([C:31]([NH:46][CH2:44][CH2:45][O:34][CH2:57][CH2:58][C:59]#[N:60])=[O:32])[CH2:27][CH2:26][NH:25][C:24]=3[N:23]=[CH:22][N:21]=2)[CH:5]=[CH:6][C:7]=1[O:8][C:9]1[CH:14]=[CH:13][CH:12]=[C:11]([C:15]([F:18])([F:16])[F:17])[CH:10]=1. The catalyst class is: 348.